This data is from Reaction yield outcomes from USPTO patents with 853,638 reactions. The task is: Predict the reaction yield, written as a fraction of the theoretical maximum amount of product (1.0 means a 100% yield; for example, 0.34 means a 34% yield). (1) The reactants are [N+:1]([C:4]1[CH:5]=[C:6]([S:10]([CH2:13][CH2:14][O:15][C:16](=[O:35])[CH2:17][CH2:18][CH2:19][CH2:20][CH2:21][NH:22][C:23](=[O:34])[CH2:24][O:25][C:26]2[CH:31]=[C:30]([CH3:32])[CH:29]=[C:28]([CH3:33])[CH:27]=2)(=[O:12])=[O:11])[CH:7]=[CH:8][CH:9]=1)([O-:3])=[O:2].[Cl:36][S:37](O)(=[O:39])=[O:38]. The catalyst is C(Cl)Cl. The product is [N+:1]([C:4]1[CH:5]=[C:6]([S:10]([CH2:13][CH2:14][O:15][C:16](=[O:35])[CH2:17][CH2:18][CH2:19][CH2:20][CH2:21][NH:22][C:23](=[O:34])[CH2:24][O:25][C:26]2[CH:31]=[C:30]([CH3:32])[C:29]([S:37]([Cl:36])(=[O:39])=[O:38])=[C:28]([CH3:33])[CH:27]=2)(=[O:12])=[O:11])[CH:7]=[CH:8][CH:9]=1)([O-:3])=[O:2]. The yield is 0.400. (2) The reactants are [Cl:1][C:2]1[N:3]=[C:4](Cl)[C:5]2[O:10][CH:9]=[CH:8][C:6]=2[N:7]=1.CN(C=O)C.[F:17][C:18]([F:22])([F:21])[CH2:19][NH2:20]. The catalyst is CCOCC. The product is [Cl:1][C:2]1[N:3]=[C:4]([NH:20][CH2:19][C:18]([F:22])([F:21])[F:17])[C:5]2[O:10][CH:9]=[CH:8][C:6]=2[N:7]=1. The yield is 0.710. (3) The reactants are Br.Br[CH2:3][C:4]([C:6]1[CH:11]=[CH:10][N:9]=[CH:8][CH:7]=1)=O.[Cl:12][C:13]1[CH:18]=[CH:17][C:16]([NH:19][C:20]([NH2:22])=[S:21])=[CH:15][CH:14]=1.N. The catalyst is CCO.O. The product is [Cl:12][C:13]1[CH:18]=[CH:17][C:16]([NH:19][C:20]2[S:21][CH:3]=[C:4]([C:6]3[CH:11]=[CH:10][N:9]=[CH:8][CH:7]=3)[N:22]=2)=[CH:15][CH:14]=1. The yield is 0.390. (4) The reactants are O1CCCC1.[OH-].[Na+].[NH2:8][C:9]1[C:14]([C:15]2[O:19][N:18]=[C:17]([CH2:20][C:21]3[CH:26]=[CH:25][C:24]([OH:27])=[CH:23][CH:22]=3)[CH:16]=2)=[CH:13][CH:12]=[CH:11][N:10]=1.[Cl:28][C:29]1[CH:34]=[CH:33][N:32]=[C:31]([CH2:35]Cl)[CH:30]=1. The catalyst is CN(C)C=O. The product is [Cl:28][C:29]1[CH:34]=[CH:33][N:32]=[C:31]([CH2:35][O:27][C:24]2[CH:25]=[CH:26][C:21]([CH2:20][C:17]3[CH:16]=[C:15]([C:14]4[C:9]([NH2:8])=[N:10][CH:11]=[CH:12][CH:13]=4)[O:19][N:18]=3)=[CH:22][CH:23]=2)[CH:30]=1. The yield is 0.830.